This data is from Full USPTO retrosynthesis dataset with 1.9M reactions from patents (1976-2016). The task is: Predict the reactants needed to synthesize the given product. (1) Given the product [CH3:21][N:20]1[C:19]2[CH:22]=[CH:23][CH:24]=[CH:25][C:18]=2[N:17]=[C:16]1[NH:15][C:12]1[CH:13]=[CH:14][C:9]([OH:8])=[CH:10][CH:11]=1, predict the reactants needed to synthesize it. The reactants are: C([O:8][C:9]1[CH:14]=[CH:13][C:12]([NH:15][C:16]2[N:20]([CH3:21])[C:19]3[CH:22]=[CH:23][CH:24]=[CH:25][C:18]=3[N:17]=2)=[CH:11][CH:10]=1)C1C=CC=CC=1.C(O)(=O)C. (2) The reactants are: [F:1][C:2]1[CH:3]=[C:4]([C@H:8]2[CH2:12][CH2:11][C@@H:10]([CH2:13][OH:14])[N:9]2[C:15]2[CH:20]=[CH:19][N:18]3[N:21]=[CH:22][C:23]([C:24]([O:26]CC)=[O:25])=[C:17]3[N:16]=2)[CH:5]=[N:6][CH:7]=1.[OH-].[Na+].Cl.O1CCOCC1. Given the product [F:1][C:2]1[CH:3]=[C:4]([C@H:8]2[CH2:12][CH2:11][C@@H:10]([CH2:13][OH:14])[N:9]2[C:15]2[CH:20]=[CH:19][N:18]3[N:21]=[CH:22][C:23]([C:24]([OH:26])=[O:25])=[C:17]3[N:16]=2)[CH:5]=[N:6][CH:7]=1, predict the reactants needed to synthesize it. (3) Given the product [F:1][C:2]1[CH:8]=[CH:7][C:5]([NH:6][C:18](=[O:25])[C:19]2[CH:24]=[CH:23][CH:22]=[CH:21][CH:20]=2)=[CH:4][C:3]=1[N+:9]([O-:11])=[O:10], predict the reactants needed to synthesize it. The reactants are: [F:1][C:2]1[CH:8]=[CH:7][C:5]([NH2:6])=[CH:4][C:3]=1[N+:9]([O-:11])=[O:10].N1C=CC=CC=1.[C:18](Cl)(=[O:25])[C:19]1[CH:24]=[CH:23][CH:22]=[CH:21][CH:20]=1. (4) Given the product [NH2:13][C:14]1[N:19]=[C:18]([CH3:20])[N:17]=[C:16]([C:21]2[CH:22]=[C:23]([C:43]([OH:45])([CH3:8])[CH3:44])[CH:24]=[N:25][C:26]=2[NH:27][C:28]2[CH:29]=[N:30][CH:31]=[C:32]([S:34]([C:37]3[CH:42]=[CH:41][CH:40]=[CH:39][CH:38]=3)(=[O:36])=[O:35])[CH:33]=2)[N:15]=1, predict the reactants needed to synthesize it. The reactants are: [Cl-].[Ce+3].[Cl-].[Cl-].C[Mg]Br.[CH3:8]COCC.[NH2:13][C:14]1[N:19]=[C:18]([CH3:20])[N:17]=[C:16]([C:21]2[CH:22]=[C:23]([C:43](=[O:45])[CH3:44])[CH:24]=[N:25][C:26]=2[NH:27][C:28]2[CH:29]=[N:30][CH:31]=[C:32]([S:34]([C:37]3[CH:42]=[CH:41][CH:40]=[CH:39][CH:38]=3)(=[O:36])=[O:35])[CH:33]=2)[N:15]=1. (5) Given the product [ClH:24].[O:26]1[C:27]2[CH:33]=[CH:32][CH:31]=[CH:30][C:28]=2[N:29]=[C:25]1[NH:1][C@H:2]1[CH2:6][CH2:5][CH2:4][C@H:3]1[NH2:7], predict the reactants needed to synthesize it. The reactants are: [NH2:1][C@H:2]1[CH2:6][CH2:5][CH2:4][C@H:3]1[NH:7]C(=O)OC(C)(C)C.CCN(C(C)C)C(C)C.[Cl:24][C:25]1[O:26][C:27]2[CH:33]=[CH:32][CH:31]=[CH:30][C:28]=2[N:29]=1. (6) Given the product [CH2:1]([O:3][C:4]([CH:6]1[CH2:11][CH2:10][N:9]([C:19]([O:21][C:22]([CH3:25])([CH3:24])[CH3:23])=[O:20])[CH2:8][CH2:7]1)=[O:5])[CH3:2], predict the reactants needed to synthesize it. The reactants are: [CH2:1]([O:3][C:4]([CH:6]1[CH2:11][CH2:10][NH:9][CH2:8][CH2:7]1)=[O:5])[CH3:2].C(N(CC)CC)C.[C:19](O[C:19]([O:21][C:22]([CH3:25])([CH3:24])[CH3:23])=[O:20])([O:21][C:22]([CH3:25])([CH3:24])[CH3:23])=[O:20]. (7) Given the product [Cl:1][C:2]1[CH:3]=[CH:4][C:5]([CH2:6][NH:7][C:8]([C:10]2[C:11](=[O:26])[C:12]3[CH:21]=[C:20]([CH2:22][CH2:23][CH2:24][OH:25])[S:19][C:13]=3[N:14]([CH:16]([CH3:18])[CH3:17])[CH:15]=2)=[O:9])=[CH:27][CH:28]=1, predict the reactants needed to synthesize it. The reactants are: [Cl:1][C:2]1[CH:28]=[CH:27][C:5]([CH2:6][NH:7][C:8]([C:10]2[C:11](=[O:26])[C:12]3[CH:21]=[C:20]([C:22]#[C:23][CH2:24][OH:25])[S:19][C:13]=3[N:14]([CH:16]([CH3:18])[CH3:17])[CH:15]=2)=[O:9])=[CH:4][CH:3]=1.